This data is from Merck oncology drug combination screen with 23,052 pairs across 39 cell lines. The task is: Regression. Given two drug SMILES strings and cell line genomic features, predict the synergy score measuring deviation from expected non-interaction effect. (1) Drug 1: CN1C(=O)C=CC2(C)C3CCC4(C)C(NC(=O)OCC(F)(F)F)CCC4C3CCC12. Drug 2: COc1cc(C2c3cc4c(cc3C(OC3OC5COC(C)OC5C(O)C3O)C3COC(=O)C23)OCO4)cc(OC)c1O. Cell line: UWB1289. Synergy scores: synergy=9.57. (2) Drug 1: CCC1=CC2CN(C1)Cc1c([nH]c3ccccc13)C(C(=O)OC)(c1cc3c(cc1OC)N(C)C1C(O)(C(=O)OC)C(OC(C)=O)C4(CC)C=CCN5CCC31C54)C2. Drug 2: CCc1cnn2c(NCc3ccc[n+]([O-])c3)cc(N3CCCCC3CCO)nc12. Cell line: NCIH2122. Synergy scores: synergy=-22.3. (3) Drug 1: CCN(CC)CCNC(=O)c1c(C)[nH]c(C=C2C(=O)Nc3ccc(F)cc32)c1C. Drug 2: Cc1nc(Nc2ncc(C(=O)Nc3c(C)cccc3Cl)s2)cc(N2CCN(CCO)CC2)n1. Cell line: ES2. Synergy scores: synergy=24.7. (4) Drug 1: O=C(CCCCCCC(=O)Nc1ccccc1)NO. Drug 2: CCN(CC)CCNC(=O)c1c(C)[nH]c(C=C2C(=O)Nc3ccc(F)cc32)c1C. Cell line: CAOV3. Synergy scores: synergy=1.28. (5) Drug 1: CCN(CC)CCNC(=O)c1c(C)[nH]c(C=C2C(=O)Nc3ccc(F)cc32)c1C. Drug 2: CC1(c2nc3c(C(N)=O)cccc3[nH]2)CCCN1. Cell line: DLD1. Synergy scores: synergy=6.13. (6) Drug 1: O=C(O)C1(Cc2cccc(Nc3nccs3)n2)CCC(Oc2cccc(Cl)c2F)CC1. Drug 2: CC(C)CC(NC(=O)C(Cc1ccccc1)NC(=O)c1cnccn1)B(O)O. Cell line: SW837. Synergy scores: synergy=-0.608.